Dataset: Forward reaction prediction with 1.9M reactions from USPTO patents (1976-2016). Task: Predict the product of the given reaction. (1) Given the reactants [CH3:1][CH:2]([CH3:19])[C:3](=O)[CH:4]([C:13](=[O:17])[CH:14]([CH3:16])[CH3:15])[CH2:5][C:6]([O:8][C:9]([CH3:12])([CH3:11])[CH3:10])=[O:7].C(=O)([O-])[O-].[K+].[K+].Cl.[NH2:27]O, predict the reaction product. The product is: [CH3:1][CH:2]([C:3]1[C:4]([CH2:5][C:6]([O:8][C:9]([CH3:12])([CH3:11])[CH3:10])=[O:7])=[C:13]([CH:14]([CH3:16])[CH3:15])[O:17][N:27]=1)[CH3:19]. (2) Given the reactants [CH3:1][O:2][C:3]1[CH:4]=[C:5]([C:13]2[C:14]([CH3:20])([CH3:19])[C:15](=[O:18])[NH:16][N:17]=2)[CH:6]=[CH:7][C:8]=1[O:9]COC.Cl.O, predict the reaction product. The product is: [CH3:1][O:2][C:3]1[CH:4]=[C:5]([C:13]2[C:14]([CH3:20])([CH3:19])[C:15](=[O:18])[NH:16][N:17]=2)[CH:6]=[CH:7][C:8]=1[OH:9]. (3) Given the reactants C(N1C(C)=CC(OCC2C=CC=CC=2CNC(NC2N(C3C=CC=C(F)C=3)N=C(C(C)(C)C)C=2)=O)=C(Br)C1=O)C1C=CC=CC=1.C(N(CC)CC)C.C(C1C=C(NC(=O)OC2C=CC([N+]([O-])=O)=CC=2)N(C2C=CC=C(OC)C=2)N=1)(C)(C)C.[Br:83][C:84]1[C:85](=[O:130])[N:86]([CH2:121][C:122]2[CH:127]=[CH:126][C:125](OC)=[CH:124][CH:123]=2)[C:87]([CH3:120])=[CH:88][C:89]=1[O:90][CH2:91][C:92]1[CH:119]=[CH:118][CH:117]=[CH:116][C:93]=1[CH2:94][NH:95][C:96]([NH:98][C:99]1[N:103]([C:104]2[CH:109]=[CH:108][CH:107]=[C:106]([O:110][CH3:111])[CH:105]=2)[N:102]=[C:101]([C:112]([CH3:115])([CH3:114])[CH3:113])[CH:100]=1)=[O:97], predict the reaction product. The product is: [CH2:121]([N:86]1[C:87]([CH3:120])=[CH:88][C:89]([O:90][CH2:91][C:92]2[CH:119]=[CH:118][CH:117]=[CH:116][C:93]=2[CH2:94][NH:95][C:96]([NH:98][C:99]2[N:103]([C:104]3[CH:109]=[CH:108][CH:107]=[C:106]([O:110][CH3:111])[CH:105]=3)[N:102]=[C:101]([C:112]([CH3:113])([CH3:114])[CH3:115])[CH:100]=2)=[O:97])=[C:84]([Br:83])[C:85]1=[O:130])[C:122]1[CH:127]=[CH:126][CH:125]=[CH:124][CH:123]=1. (4) The product is: [Cl:1][C:2]1[N:11]=[C:10]([O:26][CH3:25])[C:9]2[CH2:8][CH2:7][C@H:6]3[C@H:13]([CH3:18])[C:14](=[O:17])[CH2:15][CH2:16][C@:5]3([C:19]3[CH:24]=[CH:23][CH:22]=[CH:21][CH:20]=3)[C:4]=2[N:3]=1. Given the reactants [Cl:1][C:2]1[N:11]=[C:10](Cl)[C:9]2[CH2:8][CH2:7][C@H:6]3[C@H:13]([CH3:18])[C:14](=[O:17])[CH2:15][CH2:16][C@:5]3([C:19]3[CH:24]=[CH:23][CH:22]=[CH:21][CH:20]=3)[C:4]=2[N:3]=1.[CH3:25][O-:26].[Na+], predict the reaction product. (5) Given the reactants [O:1]1[C:5]2[CH:6]=[CH:7][C:8]([CH:10]3[C:14]4[NH:15][C:16]5[CH:17]=[CH:18][CH:19]=[CH:20][C:21]=5[C:22](=[O:23])[C:13]=4[CH2:12][NH:11]3)=[CH:9][C:4]=2[O:3][CH2:2]1.Br[C:25]1[CH:30]=[CH:29][C:28]([N:31]2[CH:35]=[CH:34][N:33]=[CH:32]2)=[CH:27][CH:26]=1.C1(C2C=CC=CC=2)C=CC=CC=1P(C(C)(C)C)C(C)(C)C.CC([O-])(C)C.[Na+], predict the reaction product. The product is: [O:1]1[C:5]2[CH:6]=[CH:7][C:8]([CH:10]3[C:14]4[NH:15][C:16]5[CH:17]=[CH:18][CH:19]=[CH:20][C:21]=5[C:22](=[O:23])[C:13]=4[CH2:12][N:11]3[C:25]3[CH:30]=[CH:29][C:28]([N:31]4[CH:35]=[CH:34][N:33]=[CH:32]4)=[CH:27][CH:26]=3)=[CH:9][C:4]=2[O:3][CH2:2]1. (6) The product is: [N+:1]([C:4]1[CH:5]=[C:6]2[C:10](=[CH:11][CH:12]=1)[N:9]([CH2:19][C:14]1[CH:15]=[CH:16][CH:17]=[CH:18][N:13]=1)[CH2:8][CH2:7]2)([O-:3])=[O:2]. Given the reactants [N+:1]([C:4]1[CH:5]=[C:6]2[C:10](=[CH:11][CH:12]=1)[NH:9][CH2:8][CH2:7]2)([O-:3])=[O:2].[N:13]1[CH:18]=[CH:17][CH:16]=[CH:15][C:14]=1[CH:19]=O.C(O[BH-](OC(=O)C)OC(=O)C)(=O)C.[Na+].C(=O)([O-])[O-].[K+].[K+], predict the reaction product. (7) Given the reactants [CH2:1]([O:8][C:9]([N:11]1[CH2:15][CH2:14][CH:13]([C:16]#[N:17])[CH2:12]1)=[O:10])[C:2]1[CH:7]=[CH:6][CH:5]=[CH:4][CH:3]=1.[N-:18]=[N+:19]=[N-:20].[Na+].[Cl-].[NH4+].C(Cl)Cl, predict the reaction product. The product is: [CH2:1]([O:8][C:9]([N:11]1[CH2:15][CH2:14][CH:13]([C:16]2[NH:20][N:19]=[N:18][N:17]=2)[CH2:12]1)=[O:10])[C:2]1[CH:3]=[CH:4][CH:5]=[CH:6][CH:7]=1. (8) The product is: [CH:2]([NH2:1])([CH3:7])[CH3:3].[CH3:9][S:10][S:8][C:5]1[CH:6]=[CH:7][C:2]([NH2:1])=[CH:3][CH:4]=1. Given the reactants [NH2:1][C:2]1[CH:7]=[CH:6][C:5]([SH:8])=[CH:4][CH:3]=1.[CH3:9][S:10]S(C)(=O)=O, predict the reaction product.